Dataset: Forward reaction prediction with 1.9M reactions from USPTO patents (1976-2016). Task: Predict the product of the given reaction. (1) Given the reactants [Br:1]Br.O[CH2:4][CH:5]1[CH2:7][CH:6]1[C:8]([O:10][CH2:11][CH3:12])=[O:9].C1(P(C2C=CC=CC=2)C2C=CC=CC=2)C=CC=CC=1.C(=O)(O)[O-].[Na+], predict the reaction product. The product is: [Br:1][CH2:4][CH:5]1[CH2:7][CH:6]1[C:8]([O:10][CH2:11][CH3:12])=[O:9]. (2) The product is: [ClH:1].[Cl:1][C:2]1[C:13]2[C:14]3[N:6]([NH:7][CH2:8][C:9]=3[C@H:10]([CH:16]3[CH:21]4[CH2:22][CH2:23][N:18]([CH2:19][CH2:20]4)[CH2:17]3)[C:11](=[O:15])[CH:12]=2)[CH:5]=[CH:4][N:3]=1. Given the reactants [Cl:1][C:2]1[C:13]2[C:14]3[N:6]([NH:7][CH2:8][C:9]=3[C@H:10]([CH:16]3[CH:21]4[CH2:22][CH2:23][N:18]([CH2:19][CH2:20]4)[CH2:17]3)[C:11](=[O:15])[CH:12]=2)[CH:5]=[CH:4][N:3]=1, predict the reaction product.